The task is: Predict the reactants needed to synthesize the given product.. This data is from Full USPTO retrosynthesis dataset with 1.9M reactions from patents (1976-2016). (1) Given the product [NH2:1][C:2]([C:4]1[CH:5]=[N:6][C:7]2[C:12]([C:13]=1[NH:14][C:15]1[CH:16]=[C:17]([CH:23]=[CH:24][CH:25]=1)[C:18]([OH:20])=[O:19])=[CH:11][CH:10]=[C:9]([C:51]1[C:52]([O:60][CH2:61][CH3:62])=[N:53][C:54]([O:57][CH2:58][CH3:59])=[N:55][CH:56]=1)[CH:8]=2)=[O:3], predict the reactants needed to synthesize it. The reactants are: [NH2:1][C:2]([C:4]1[CH:5]=[N:6][C:7]2[C:12]([C:13]=1[NH:14][C:15]1[CH:16]=[C:17]([CH:23]=[CH:24][CH:25]=1)[C:18]([O:20]CC)=[O:19])=[CH:11][CH:10]=[C:9](Br)[CH:8]=2)=[O:3].B1(B2OC(C)(C)C(C)(C)O2)OC(C)(C)C(C)(C)O1.C([O-])(=O)C.[K+].Br[C:51]1[C:52]([O:60][CH2:61][CH3:62])=[N:53][C:54]([O:57][CH2:58][CH3:59])=[N:55][CH:56]=1.C(=O)(O)[O-].[Na+].[OH-].[Na+]. (2) Given the product [NH2:14][C:3]1[CH:4]=[C:5]([CH:9]=[C:10]([N+:11]([O-:13])=[O:12])[C:2]=1[CH3:1])[C:6]([OH:8])=[O:7], predict the reactants needed to synthesize it. The reactants are: [CH3:1][C:2]1[C:10]([N+:11]([O-:13])=[O:12])=[CH:9][C:5]([C:6]([OH:8])=[O:7])=[CH:4][C:3]=1[N+:14]([O-])=O.S(S([O-])=O)([O-])=O.[Na+].[Na+]. (3) Given the product [C:4]([O:3][C:1]([NH:8][CH2:9][CH2:10][O:11][S:22]([CH3:21])(=[O:24])=[O:23])=[O:2])([CH3:5])([CH3:6])[CH3:7], predict the reactants needed to synthesize it. The reactants are: [C:1]([NH:8][CH2:9][CH2:10][OH:11])([O:3][C:4]([CH3:7])([CH3:6])[CH3:5])=[O:2].C(N(CC)C(C)C)(C)C.[CH3:21][S:22](Cl)(=[O:24])=[O:23].O. (4) Given the product [CH:9]1[C:10]2[C:5](=[CH:4][C:3]([OH:2])=[CH:12][CH:11]=2)[CH:6]=[CH:7][N:8]=1, predict the reactants needed to synthesize it. The reactants are: C[O:2][C:3]1[CH:4]=[C:5]2[C:10](=[CH:11][CH:12]=1)[CH:9]=[N:8][CH:7]=[CH:6]2.Cl.N1C=CC=CC=1.[OH-].[NH4+].